Dataset: Experimentally validated miRNA-target interactions with 360,000+ pairs, plus equal number of negative samples. Task: Binary Classification. Given a miRNA mature sequence and a target amino acid sequence, predict their likelihood of interaction. (1) The miRNA is mmu-miR-466l-5p with sequence UUGUGUGUACAUGUACAUGUAU. The protein sequence of the target gene is MSLSGRERPAWPGSRLSWLLCCSALLSPAAGYVIVSSVSWAVTNEVDEELDSASTEEALPALLEDSSSIWQQSFPASAHKEDTHLRPRGSARARPAPAARGMFSYRRESGSSEASPGPRVHAGTARSLAHASSWGCLATVSTHEKIQGLPFGSCLAISDGPVHNSTGIPFFYMTAKDPAVADLVKNPTASLVLPESEGEFCRKNIVDPEDPRCARLTLTGRMVTVPPGEVEFAKQAMFSRHPGMRKWPRQYEWFFMKMWVEHIWLQKWYGGVSDIPREEYFKAAPRKA. Result: 1 (interaction). (2) The miRNA is hsa-miR-552-3p with sequence AACAGGUGACUGGUUAGACAA. The protein sequence of the target gene is MSGPRPVVLSGPSGAGKSTLLKRLLQEHSGIFGFSVSHTTRNPRPGEENGKDYYFVTREVMQRDIAAGDFIEHAEFSGNLYGTSKVAVQAVQAMNRICVLDVDLQGVRNIKATDLRPIYISVQPPSLHVLEQRLRQRNTETEESLVKRLAAAQADMESSKEPGLFDVVIINDSLDQAYAELKEALSEEIKKAQRTGA. Result: 0 (no interaction). (3) The miRNA is hsa-let-7a-3p with sequence CUAUACAAUCUACUGUCUUUC. The protein sequence of the target gene is MFSDNSHCPDCGQQWFPSLELGHWLYQTELVENECYQVFLDRINRADYCPECYPDNPANRSLVLPWSFPLEWAPQNLTRWTFEKACHPFLLGPPLVRKRIHDSRVAGFNPALQLILTRTDKTLNKKLGQNK. Result: 1 (interaction). (4) The miRNA is cel-miR-59-3p with sequence UCGAAUCGUUUAUCAGGAUGAUG. The protein sequence of the target gene is MDTQTHSLPITHTQLHSNSQPQSRTCTRHCQTFSQSCRQSHRGSRSQSSSQSPASHRNPTGAHSSSGHQSQSPNTSPPPKRHKKTMNSHHSPMRPTILHCRCPKNRKNLEGKLKKKKMAKRIQQVYKTKTRSSGWKSN. Result: 0 (no interaction). (5) The miRNA is gga-miR-21-5p with sequence UAGCUUAUCAGACUGAUGUUGA. The protein sequence of the target gene is MSSQVVGIEPLYIKAEPASPDSPKGSSETETEPPVTLASGPAPARCLPGHKEEEDGEGAGSGEQGSGKLVLSSLPKRLCLVCGDVASGYHYGVASCEACKAFFKRTIQGSIEYSCPASNECEITKRRRKACQACRFTKCLRVGMLKEGVRLDRVRGGRQKYKRRPEVDPLPFPGPFPAGPLAVAGGPRKTAPVNALVSHLLVVEPEKLYAMPDPASPDGHLPAVATLCDLFDREIVVTISWAKSIPGFSSLSLSDQMSVLQSVWMEVLVLGVAQRSLPLQDELAFAEDLVLDEEGARAAG.... Result: 0 (no interaction). (6) The miRNA is hsa-miR-6770-3p with sequence CUGGCGGCUGUGUCUUCACAG. The protein sequence of the target gene is MAFSGCQAPYLSPAVPFSGTIQGGLQDGFQITVNGAVLSCSGTRFAVDFQTGFSGNDIAFHFNPRFEDGGYVVCNTRQKGTWGPEERKMHMPFQKGMPFDLCFLVQSSDFKVMVNGSLFVQYFHRVPFHRVDTISVNGSVQLSYISFQNPRAVPVQPAFSTVPFSQPVCFPPRPRGRRQKPPSVRPANPAPITQTVIHTVQSASGQMFSQTPAIPPMMYPHPAYPMPFITTIPGGLYPSKSIILSGTVLPSAQRFHINLCSGSHIAFHMNPRFDENAVVRNTQINNSWGSEERSLPRKMP.... Result: 0 (no interaction). (7) The miRNA is hsa-miR-4756-3p with sequence CCAGAGAUGGUUGCCUUCCUAU. The protein sequence of the target gene is MDDDAAPRVEGVPVAVHKHALHDGLRQVAGPGAAAAHLPRWPPPQLAASRREAPPLSQRPHRTQGAGSPPETNEKLTNPQVKEK. Result: 0 (no interaction).